Predict the reaction yield, written as a fraction of the theoretical maximum amount of product (1.0 means a 100% yield; for example, 0.34 means a 34% yield). From a dataset of Reaction yield outcomes from USPTO patents with 853,638 reactions. (1) The reactants are Br[C:2]1[CH:7]=[CH:6][C:5]([S:8][CH2:9][CH:10]2[CH2:15][CH2:14][N:13]([C:16]([O:18][CH:19]([CH3:21])[CH3:20])=[O:17])[CH2:12][CH2:11]2)=[CH:4][CH:3]=1.[CH3:22][S:23]([C:26]1[CH:31]=[CH:30][C:29](B(O)O)=[CH:28][CH:27]=1)(=[O:25])=[O:24].C([O-])([O-])=O.[Na+].[Na+]. The catalyst is COCCOC.Cl[Pd](Cl)([P](C1C=CC=CC=1)(C1C=CC=CC=1)C1C=CC=CC=1)[P](C1C=CC=CC=1)(C1C=CC=CC=1)C1C=CC=CC=1. The product is [CH3:22][S:23]([C:26]1[CH:31]=[CH:30][C:29]([C:2]2[CH:7]=[CH:6][C:5]([S:8][CH2:9][CH:10]3[CH2:15][CH2:14][N:13]([C:16]([O:18][CH:19]([CH3:21])[CH3:20])=[O:17])[CH2:12][CH2:11]3)=[CH:4][CH:3]=2)=[CH:28][CH:27]=1)(=[O:25])=[O:24]. The yield is 0.300. (2) The reactants are [C:1]([O:5][C:6]([NH:8][C@H:9]([C:12]([OH:14])=[O:13])[CH2:10]O)=[O:7])([CH3:4])([CH3:3])[CH3:2].[CH2:15](N(CC)CC)C.[CH3:22][S:23](Cl)(=[O:25])=[O:24].Cl. The catalyst is ClCCl. The product is [CH3:15][O:14][C:12](=[O:13])[CH:9]([NH:8][C:6]([O:5][C:1]([CH3:4])([CH3:3])[CH3:2])=[O:7])[CH2:10][S:23]([CH3:22])(=[O:25])=[O:24]. The yield is 0.840. (3) The reactants are [S:1]1[CH:5]=[C:4]([CH2:6][C:7]#[N:8])[C:3]2[CH:9]=[CH:10][CH:11]=[CH:12][C:2]1=2.[H-].[H-].[H-].[H-].[Li+].[Al+3]. The catalyst is CCOCC.C1COCC1. The product is [S:1]1[CH:5]=[C:4]([CH2:6][CH2:7][NH2:8])[C:3]2[CH:9]=[CH:10][CH:11]=[CH:12][C:2]1=2. The yield is 0.240. (4) The reactants are Cl[C:2]1[C:7]([C:8](=[O:10])[CH3:9])=[C:6]([NH:11][C:12]2[CH:13]=[N:14][C:15]([S:18]([CH3:21])(=[O:20])=[O:19])=[CH:16][CH:17]=2)[N:5]=[CH:4][N:3]=1.Cl.[CH:23]([C:26]1[N:30]=[C:29]([CH:31]2[CH2:36][CH2:35][NH:34][CH2:33][CH2:32]2)[O:28][N:27]=1)([CH3:25])[CH3:24].C(=O)([O-])[O-].[K+].[K+].O. The catalyst is CN(C)C=O. The product is [CH:23]([C:26]1[N:30]=[C:29]([CH:31]2[CH2:36][CH2:35][N:34]([C:2]3[C:7]([C:8](=[O:10])[CH3:9])=[C:6]([NH:11][C:12]4[CH:13]=[N:14][C:15]([S:18]([CH3:21])(=[O:20])=[O:19])=[CH:16][CH:17]=4)[N:5]=[CH:4][N:3]=3)[CH2:33][CH2:32]2)[O:28][N:27]=1)([CH3:25])[CH3:24]. The yield is 0.310. (5) The reactants are [Cl:1][C:2]1[N:7]=[CH:6][C:5]([C@@H:8]2[CH2:12][CH2:11][CH2:10][C@H:9]2[OH:13])=[CH:4][CH:3]=1.CCN(CC)CC.[CH3:21][S:22](Cl)(=[O:24])=[O:23].CCOC(C)=O. The catalyst is C(Cl)Cl. The product is [Cl:1][C:2]1[N:7]=[CH:6][C:5]([C@@H:8]2[CH2:12][CH2:11][CH2:10][C@H:9]2[O:13][S:22]([CH3:21])(=[O:24])=[O:23])=[CH:4][CH:3]=1. The yield is 0.970.